Dataset: Full USPTO retrosynthesis dataset with 1.9M reactions from patents (1976-2016). Task: Predict the reactants needed to synthesize the given product. (1) The reactants are: Cl[C:2]1[CH:11]=[CH:10][N:9]=[C:8]2[C:3]=1[C:4]1[CH:16]=[CH:15][CH:14]=[CH:13][C:5]=1[C:6](=[O:12])[NH:7]2.[NH2:17][C:18]1[CH:25]=[CH:24][CH:23]=[C:22]([O:26][CH3:27])[C:19]=1[C:20]#[N:21]. Given the product [CH3:27][O:26][C:22]1[CH:23]=[CH:24][CH:25]=[C:18]([NH:17][C:2]2[CH:11]=[CH:10][N:9]=[C:8]3[C:3]=2[C:4]2[CH:16]=[CH:15][CH:14]=[CH:13][C:5]=2[C:6](=[O:12])[NH:7]3)[C:19]=1[C:20]#[N:21], predict the reactants needed to synthesize it. (2) Given the product [C:11]([C:6]1[CH:5]=[C:4]2[C:9](=[CH:8][CH:7]=1)[NH:1][C:2](=[O:10])[CH2:3]2)(=[O:15])[CH2:12][CH2:13][CH3:14], predict the reactants needed to synthesize it. The reactants are: [NH:1]1[C:9]2[C:4](=[CH:5][CH:6]=[CH:7][CH:8]=2)[CH2:3][C:2]1=[O:10].[C:11](Cl)(=[O:15])[CH2:12][CH2:13][CH3:14]. (3) The reactants are: [CH3:1][N:2]1[CH:6]=[C:5]([NH:7][C:8]2[N:9]=[C:10]([O:31][C@H:32]3[CH2:35][C@H:34]([NH:36]C(=O)OC(C)(C)C)[CH2:33]3)[C:11]3[C:16]([C:17]4[CH:22]=[CH:21][CH:20]=[CH:19][N:18]=4)=[CH:15][N:14]([CH2:23][O:24]CC[Si](C)(C)C)[C:12]=3[N:13]=2)[CH:4]=[N:3]1.FC(F)(F)C(O)=O. Given the product [NH2:36][C@H:34]1[CH2:33][C@H:32]([O:31][C:10]2[C:11]3[C:16]([C:17]4[CH:22]=[CH:21][CH:20]=[CH:19][N:18]=4)=[CH:15][N:14]([CH2:23][OH:24])[C:12]=3[N:13]=[C:8]([NH:7][C:5]3[CH:4]=[N:3][N:2]([CH3:1])[CH:6]=3)[N:9]=2)[CH2:35]1, predict the reactants needed to synthesize it. (4) Given the product [Br:1]/[CH:2]=[C:3]1/[C@H:11]2[C@:7]([CH3:26])([CH2:6][CH2:5][CH2:4]/1)[C:8]([CH:13]=[O:30])=[CH:9][CH2:10]2, predict the reactants needed to synthesize it. The reactants are: [Br:1]/[CH:2]=[C:3]1\[CH2:4][CH2:5][CH2:6][C@@:7]2([CH3:26])[C@H:11]\1[CH2:10][C:9](=O)/[C:8]/2=[CH:13]\N(CCC1C=CC=CC=1)C(=O)C.[BH4-].[Na+].S(=O)(=O)(O)[OH:30]. (5) Given the product [NH:1]1[C:5]2[CH:6]=[CH:7][CH:8]=[CH:9][C:4]=2[N:3]=[C:2]1[CH:10]([NH:20][C:21]([NH:23][CH2:24][CH2:41][C:38]1[CH:39]=[CH:40][C:35]([O:34][CH3:33])=[CH:36][CH:37]=1)=[O:22])[CH2:11][C:12]1[CH:17]=[CH:16][C:15]([O:18][CH3:19])=[CH:14][CH:13]=1, predict the reactants needed to synthesize it. The reactants are: [NH:1]1[C:5]2[CH:6]=[CH:7][CH:8]=[CH:9][C:4]=2[N:3]=[C:2]1[CH:10]([NH:20][C:21]([NH:23][CH2:24]C1C=CC=CC=1OC)=[O:22])[CH2:11][C:12]1[CH:17]=[CH:16][C:15]([O:18][CH3:19])=[CH:14][CH:13]=1.[CH3:33][O:34][C:35]1[CH:40]=[CH:39][C:38]([CH2:41]CN)=[CH:37][CH:36]=1.C(O)(C(F)(F)F)=O.